From a dataset of Full USPTO retrosynthesis dataset with 1.9M reactions from patents (1976-2016). Predict the reactants needed to synthesize the given product. (1) Given the product [Cl:29][C:30]1[CH:31]=[C:32]([CH:36]=[CH:37][CH:38]=1)[C:33]([NH:1][C:2]1[CH:16]=[CH:15][CH:14]=[CH:13][C:3]=1[C:4]([NH:6][CH2:7][CH2:8][CH2:9][C:10]([OH:12])=[O:11])=[O:5])=[O:34], predict the reactants needed to synthesize it. The reactants are: [NH2:1][C:2]1[CH:16]=[CH:15][CH:14]=[CH:13][C:3]=1[C:4]([NH:6][CH2:7][CH2:8][CH2:9][C:10]([OH:12])=[O:11])=[O:5].C[Si](Cl)(C)C.C(N(CC)CC)C.[Cl:29][C:30]1[CH:31]=[C:32]([CH:36]=[CH:37][CH:38]=1)[C:33](Cl)=[O:34].[OH-].[Na+].Cl. (2) Given the product [Br:1][C:2]1[C:7]([O:8][CH3:9])=[C:6]([Br:10])[CH:5]=[C:4]([F:11])[C:3]=1[N:12]([CH2:19]/[CH:20]=[CH:21]\[C:22]([O:24][CH2:25][CH3:26])=[O:23])[C:13](=[O:15])[CH3:14], predict the reactants needed to synthesize it. The reactants are: [Br:1][C:2]1[C:7]([O:8][CH3:9])=[C:6]([Br:10])[CH:5]=[C:4]([F:11])[C:3]=1[NH:12][C:13](=[O:15])[CH3:14].[H-].[Na+].Br[CH2:19]/[CH:20]=[CH:21]/[C:22]([O:24][CH2:25][CH3:26])=[O:23].O. (3) The reactants are: Br[CH2:2][C:3]([C:5]1[C:9]([CH3:10])=[C:8]([C:11]2[CH:16]=[CH:15][C:14]([Cl:17])=[CH:13][CH:12]=2)[N:7]([C:18]2[CH:23]=[CH:22][C:21]([Cl:24])=[CH:20][C:19]=2[Cl:25])[N:6]=1)=O.[CH:26]1([C:32]([NH2:34])=[NH:33])[CH2:31][CH2:30][CH2:29][CH2:28][CH2:27]1.C([O-])([O-])=O.[K+].[K+]. Given the product [Cl:17][C:14]1[CH:15]=[CH:16][C:11]([C:8]2[N:7]([C:18]3[CH:23]=[CH:22][C:21]([Cl:24])=[CH:20][C:19]=3[Cl:25])[N:6]=[C:5]([C:3]3[NH:33][C:32]([CH:26]4[CH2:31][CH2:30][CH2:29][CH2:28][CH2:27]4)=[N:34][CH:2]=3)[C:9]=2[CH3:10])=[CH:12][CH:13]=1, predict the reactants needed to synthesize it. (4) The reactants are: [CH2:1]1[CH:23]2[NH:24][CH:3]([CH:4](C3C=CC(C(O)=O)=CC=3)[CH:5]3[NH:9][CH:8]([CH:10](C4C=CC(C(O)=O)=CC=4)[CH:11]4[NH:15][CH:14]([CH:16](C5C=CC(C(O)=O)=CC=5)[CH:17]5[NH:21][CH:20]([CH:22]2C2C=CC(C(O)=[O:32])=CC=2)[CH:19]=[CH:18]5)[CH2:13][CH2:12]4)[CH:7]=[CH:6]3)[CH2:2]1.[O-2:61].[O-2].[Ti+4:63].C1(C)C(C)=CC=CC=1. Given the product [C:5]12[CH:4]=[C:3]3[N:24]=[C:23]([CH:1]=[CH:2]3)[CH:22]=[C:20]3[NH:21][C:17]([CH:18]=[CH:19]3)=[CH:16][C:14]3=[N:15][C:11]([CH:12]=[CH:13]3)=[CH:10][C:8]([NH:9]1)=[CH:7][CH:6]=2.[O-2:32].[Ti+4:63].[O-2:61], predict the reactants needed to synthesize it. (5) Given the product [CH2:1]1[C:9]2[C:4](=[CH:5][CH:6]=[CH:7][CH:8]=2)[CH:3]=[CH:2]1, predict the reactants needed to synthesize it. The reactants are: [CH:1]1(O)[C:9]2[C:4](=[CH:5][CH:6]=[CH:7][CH:8]=2)[CH2:3][CH2:2]1.O.C1(C)C=CC(S(O)(=O)=O)=CC=1. (6) The reactants are: [NH2:1][C:2]1[C:7]2=[C:8]([C:19]3[CH:20]=[CH:21][C:22]4[C:26]([CH:27]=3)=[N:25][N:24]([CH2:28][C:29]3[CH:34]=[CH:33][CH:32]=[CH:31][CH:30]=3)[CH:23]=4)[CH:9]=[C:10]([C:11]3[CH:12]=[C:13]([CH2:17]O)[CH:14]=[CH:15][CH:16]=3)[N:6]2[N:5]=[CH:4][N:3]=1.C1(P(C2C=CC=CC=2)C2C=CC=CC=2)C=CC=CC=1.C(Br)(Br)(Br)[Br:55]. Given the product [CH2:28]([N:24]1[CH:23]=[C:22]2[C:26]([CH:27]=[C:19]([C:8]3[CH:9]=[C:10]([C:11]4[CH:16]=[CH:15][CH:14]=[C:13]([CH2:17][Br:55])[CH:12]=4)[N:6]4[C:7]=3[C:2]([NH2:1])=[N:3][CH:4]=[N:5]4)[CH:20]=[CH:21]2)=[N:25]1)[C:29]1[CH:34]=[CH:33][CH:32]=[CH:31][CH:30]=1, predict the reactants needed to synthesize it. (7) Given the product [CH2:1]([O:3][CH2:4][C:5]1[CH:10]=[N:9][C:8]([N:11]2[CH2:16][CH2:15][CH:14]([C@H:17]3[CH2:19][C@H:18]3[CH2:20][CH2:21][O:22][C:23]3[CH:28]=[CH:27][C:26]([CH2:29][C:30]([N:38]4[CH2:39][CH:36]([OH:35])[CH2:37]4)=[O:31])=[C:25]([F:33])[CH:24]=3)[CH2:13][CH2:12]2)=[N:7][CH:6]=1)[CH3:2], predict the reactants needed to synthesize it. The reactants are: [CH2:1]([O:3][CH2:4][C:5]1[CH:6]=[N:7][C:8]([N:11]2[CH2:16][CH2:15][CH:14]([C@H:17]3[CH2:19][C@H:18]3[CH2:20][CH2:21][O:22][C:23]3[CH:28]=[CH:27][C:26]([CH2:29][C:30](O)=[O:31])=[C:25]([F:33])[CH:24]=3)[CH2:13][CH2:12]2)=[N:9][CH:10]=1)[CH3:2].Cl.[OH:35][CH:36]1[CH2:39][NH:38][CH2:37]1.CN(C(ON1N=NC2C=CC=NC1=2)=[N+](C)C)C.F[P-](F)(F)(F)(F)F.CCN(C(C)C)C(C)C.